Task: Predict the product of the given reaction.. Dataset: Forward reaction prediction with 1.9M reactions from USPTO patents (1976-2016) (1) The product is: [F:27][CH2:26][CH2:25][CH2:24][O:23][C:19]1[CH:18]=[C:17]([C:9]2([C:29]3[CH:34]=[CH:33][N:32]=[C:31]([CH3:35])[CH:30]=3)[C:8]3[C:3](=[N:4][CH:5]=[CH:6][CH:7]=3)[C:1]([NH2:2])=[N:10]2)[CH:22]=[CH:21][CH:20]=1. Given the reactants [C:1]([C:3]1[C:8]([C:9]([C:17]2[CH:22]=[CH:21][CH:20]=[C:19]([O:23][CH2:24][CH2:25][CH2:26][F:27])[CH:18]=2)=[N:10]S(C(C)(C)C)=O)=[CH:7][CH:6]=[CH:5][N:4]=1)#[N:2].Br[C:29]1[CH:34]=[CH:33][N:32]=[C:31]([CH3:35])[CH:30]=1, predict the reaction product. (2) Given the reactants O.[NH2:2][NH2:3].[CH3:4][C:5]1[CH:10]=[CH:9][N:8]=[C:7](SC)[N:6]=1, predict the reaction product. The product is: [CH3:4][C:5]1[CH:10]=[CH:9][N:8]=[C:7]([NH:2][NH2:3])[N:6]=1.